Dataset: Catalyst prediction with 721,799 reactions and 888 catalyst types from USPTO. Task: Predict which catalyst facilitates the given reaction. Reactant: OC(C(F)(F)F)=O.[NH2:8][C:9]1[N:14]=[CH:13][N:12]=[C:11]([N:15]2[CH2:20][CH2:19][N:18]([C:21](=[O:23])[CH3:22])[CH2:17][CH2:16]2)[CH:10]=1.[H-].[Na+].Cl[C:27]1[S:28][C:29]([C:32]#[N:33])=[CH:30][N:31]=1. The catalyst class is: 20. Product: [C:21]([N:18]1[CH2:19][CH2:20][N:15]([C:11]2[N:12]=[CH:13][N:14]=[C:9]([NH:8][C:27]3[S:28][C:29]([C:32]#[N:33])=[CH:30][N:31]=3)[CH:10]=2)[CH2:16][CH2:17]1)(=[O:23])[CH3:22].